This data is from Peptide-MHC class II binding affinity with 134,281 pairs from IEDB. The task is: Regression. Given a peptide amino acid sequence and an MHC pseudo amino acid sequence, predict their binding affinity value. This is MHC class II binding data. The peptide sequence is DKFTVFEAAFNDAIK. The MHC is DRB5_0101 with pseudo-sequence DRB5_0101. The binding affinity (normalized) is 0.582.